Dataset: Catalyst prediction with 721,799 reactions and 888 catalyst types from USPTO. Task: Predict which catalyst facilitates the given reaction. (1) Reactant: [ClH:1].C[O:3][C:4]1[N:9]=[C:8]([CH2:10][CH2:11][C:12]2[NH:16][N:15]=[C:14]([NH:17][C:18]3[CH:23]=[CH:22][N:21]=[C:20]([NH:24][CH2:25][C:26]4[O:30][N:29]=[C:28]([CH3:31])[CH:27]=4)[N:19]=3)[CH:13]=2)[CH:7]=[CH:6][CH:5]=1.Cl. Product: [ClH:1].[ClH:1].[CH3:31][C:28]1[CH:27]=[C:26]([CH2:25][NH:24][C:20]2[N:19]=[C:18]([NH:17][C:14]3[CH:13]=[C:12]([CH2:11][CH2:10][C:8]4[NH:9][C:4](=[O:3])[CH:5]=[CH:6][CH:7]=4)[NH:16][N:15]=3)[CH:23]=[CH:22][N:21]=2)[O:30][N:29]=1. The catalyst class is: 8. (2) Reactant: [Br:1]Br.[NH2:3][CH2:4][CH2:5][C:6]1[C:10]2=[C:11]3[C:16](=[CH:17][CH:18]=[C:9]2[NH:8][CH:7]=1)[C:15](=[O:19])[NH:14][CH:13]=[CH:12]3. Product: [NH2:3][CH2:4][CH2:5][C:6]1[C:10]2=[C:11]3[C:16](=[CH:17][CH:18]=[C:9]2[NH:8][C:7]=1[Br:1])[C:15](=[O:19])[NH:14][CH:13]=[CH:12]3. The catalyst class is: 3. (3) Product: [O:9]1[CH2:8][CH2:7][CH:6]([C:4](=[O:5])[CH3:13])[CH2:11][CH2:10]1. Reactant: CON(C)[C:4]([CH:6]1[CH2:11][CH2:10][O:9][CH2:8][CH2:7]1)=[O:5].[CH3:13][Mg]Br. The catalyst class is: 7. (4) Reactant: [C:1]([O:5][C:6](=[O:13])[NH:7][C@H:8]1[CH2:11][C@@H:10]([NH2:12])[CH2:9]1)([CH3:4])([CH3:3])[CH3:2].[Cl:14][C:15]1[C:16]([C:21]([CH3:26])([CH3:25])[C:22](O)=[O:23])=[N:17][CH:18]=[CH:19][N:20]=1.CN(C(ON1N=NC2C=CC=NC1=2)=[N+](C)C)C.F[P-](F)(F)(F)(F)F.C(N(CC)CC)C. Product: [C:1]([O:5][C:6](=[O:13])[NH:7][C@H:8]1[CH2:11][C@@H:10]([NH:12][C:22](=[O:23])[C:21]([C:16]2[C:15]([Cl:14])=[N:20][CH:19]=[CH:18][N:17]=2)([CH3:26])[CH3:25])[CH2:9]1)([CH3:4])([CH3:2])[CH3:3]. The catalyst class is: 2. (5) Reactant: [C:1]1([C:7]2[S:8][C:9]3[CH:15]=[C:14]([C:16]([O:18]CC)=[O:17])[CH:13]=[CH:12][C:10]=3[N:11]=2)[CH:6]=[CH:5][CH:4]=[CH:3][CH:2]=1.[Li+].[OH-].Cl. Product: [C:1]1([C:7]2[S:8][C:9]3[CH:15]=[C:14]([C:16]([OH:18])=[O:17])[CH:13]=[CH:12][C:10]=3[N:11]=2)[CH:2]=[CH:3][CH:4]=[CH:5][CH:6]=1. The catalyst class is: 20. (6) Reactant: Cl.[NH2:2][CH:3]1[CH2:8][CH2:7][C:6]([CH3:9])=[CH:5][CH2:4]1.N1C=CC=CC=1.[F:16][C:17]1[CH:25]=[CH:24][C:20]([C:21](Cl)=[O:22])=[CH:19][CH:18]=1.O. Product: [F:16][C:17]1[CH:25]=[CH:24][C:20]([C:21]([NH:2][CH:3]2[CH2:8][CH2:7][C:6]([CH3:9])=[CH:5][CH2:4]2)=[O:22])=[CH:19][CH:18]=1. The catalyst class is: 96.